Dataset: NCI-60 drug combinations with 297,098 pairs across 59 cell lines. Task: Regression. Given two drug SMILES strings and cell line genomic features, predict the synergy score measuring deviation from expected non-interaction effect. Drug 1: CN1CCC(CC1)COC2=C(C=C3C(=C2)N=CN=C3NC4=C(C=C(C=C4)Br)F)OC. Drug 2: CN1C(=O)N2C=NC(=C2N=N1)C(=O)N. Cell line: SK-MEL-2. Synergy scores: CSS=-2.85, Synergy_ZIP=2.66, Synergy_Bliss=0.285, Synergy_Loewe=-5.24, Synergy_HSA=-3.85.